This data is from Forward reaction prediction with 1.9M reactions from USPTO patents (1976-2016). The task is: Predict the product of the given reaction. (1) Given the reactants [OH-].[Na+].C1COCC1.[Cl:8][C:9]1[CH:14]=[CH:13][C:12]([C:15]2[CH:20]=[CH:19][C:18]([NH:21][CH2:22][C:23]3[CH:28]=[CH:27][C:26]([C:29]([F:32])([F:31])[F:30])=[CH:25][C:24]=3[C:33]3[CH:34]=[CH:35][C:36]([C:39]([NH:41][CH2:42][CH2:43][C:44]([O:46]CC)=[O:45])=[O:40])=[N:37][CH:38]=3)=[CH:17][CH:16]=2)=[C:11]([CH3:49])[CH:10]=1, predict the reaction product. The product is: [Cl:8][C:9]1[CH:14]=[CH:13][C:12]([C:15]2[CH:20]=[CH:19][C:18]([NH:21][CH2:22][C:23]3[CH:28]=[CH:27][C:26]([C:29]([F:30])([F:32])[F:31])=[CH:25][C:24]=3[C:33]3[CH:34]=[CH:35][C:36]([C:39]([NH:41][CH2:42][CH2:43][C:44]([OH:46])=[O:45])=[O:40])=[N:37][CH:38]=3)=[CH:17][CH:16]=2)=[C:11]([CH3:49])[CH:10]=1. (2) Given the reactants ClS(O)(=O)=O.[N+:6]([C:9]1[CH:25]=[CH:24][CH:23]=[CH:22][C:10]=1[O:11]/[C:12](=[CH:17]\[C:18]([O:20]C)=O)/[C:13]([O:15][CH3:16])=[O:14])([O-:8])=[O:7].[N+](C1C=CC=CC=1O/C(=C/C(OC)=O)/C(OC)=O)([O-])=O, predict the reaction product. The product is: [N+:6]([C:9]1[C:10]2[O:11][C:12]([C:13]([O:15][CH3:16])=[O:14])=[CH:17][C:18](=[O:20])[C:22]=2[CH:23]=[CH:24][CH:25]=1)([O-:8])=[O:7].